From a dataset of Forward reaction prediction with 1.9M reactions from USPTO patents (1976-2016). Predict the product of the given reaction. (1) Given the reactants C([O:5][C:6]([C:8]1([CH3:34])[CH:12]([C:13]2[CH:18]=[CH:17][CH:16]=[C:15]([Cl:19])[CH:14]=2)[C:11]([C:22]2[CH:27]=[CH:26][C:25]([Cl:28])=[CH:24][CH:23]=2)([C:20]#[N:21])[CH:10]([CH2:29][C:30]([CH3:33])([CH3:32])[CH3:31])[NH:9]1)=[O:7])(C)(C)C.[F:35][C:36]([F:41])([F:40])[C:37]([OH:39])=[O:38], predict the reaction product. The product is: [F:35][C:36]([F:41])([F:40])[C:37]([OH:39])=[O:38].[Cl:19][C:15]1[CH:14]=[C:13]([CH:12]2[C:11]([C:22]3[CH:27]=[CH:26][C:25]([Cl:28])=[CH:24][CH:23]=3)([C:20]#[N:21])[CH:10]([CH2:29][C:30]([CH3:31])([CH3:32])[CH3:33])[NH:9][C:8]2([CH3:34])[C:6]([OH:7])=[O:5])[CH:18]=[CH:17][CH:16]=1. (2) Given the reactants [CH2:1]([O:8][C:9]1[CH:14]=[CH:13][C:12]([N:15]2[C:19]3=[N:20][CH:21]=[CH:22][C:23]([CH3:24])=[C:18]3[NH:17][C:16]2=[O:25])=[CH:11][CH:10]=1)[C:2]1[CH:7]=[CH:6][CH:5]=[CH:4][CH:3]=1.I[CH:27]([CH3:29])[CH3:28].C(=O)([O-])[O-].[K+].[K+].O, predict the reaction product. The product is: [CH2:1]([O:8][C:9]1[CH:10]=[CH:11][C:12]([N:15]2[C:19]3=[N:20][CH:21]=[CH:22][C:23]([CH3:24])=[C:18]3[N:17]([CH:27]([CH3:29])[CH3:28])[C:16]2=[O:25])=[CH:13][CH:14]=1)[C:2]1[CH:7]=[CH:6][CH:5]=[CH:4][CH:3]=1. (3) Given the reactants [NH2:1][C:2]1[CH:3]=[C:4]([CH:10]=[CH:11][N:12]=1)[C:5]([O:7][CH2:8][CH3:9])=[O:6].C(N(CC)CC)C.[C:20]1([CH2:26][CH2:27][C:28](Cl)=[O:29])[CH:25]=[CH:24][CH:23]=[CH:22][CH:21]=1, predict the reaction product. The product is: [C:20]1([CH2:26][CH2:27][C:28]([NH:1][C:2]2[CH:3]=[C:4]([CH:10]=[CH:11][N:12]=2)[C:5]([O:7][CH2:8][CH3:9])=[O:6])=[O:29])[CH:25]=[CH:24][CH:23]=[CH:22][CH:21]=1.